From a dataset of Forward reaction prediction with 1.9M reactions from USPTO patents (1976-2016). Predict the product of the given reaction. (1) Given the reactants [H-].[Na+].[O:3]=[C:4]1[CH:13]([CH2:14][N:15]2[CH2:20][CH2:19][C:18]3([C:28]4[C:23](=[CH:24][CH:25]=[CH:26][CH:27]=4)[CH2:22][CH2:21]3)[CH2:17][CH2:16]2)[CH2:12][C:11]2[C:6](=[CH:7][CH:8]=[CH:9][CH:10]=2)[NH:5]1.Br[CH2:30][CH2:31][CH2:32][O:33][Si:34]([C:37]([CH3:40])([CH3:39])[CH3:38])([CH3:36])[CH3:35], predict the reaction product. The product is: [Si:34]([O:33][CH2:32][CH2:31][CH2:30][N:5]1[C:6]2[C:11](=[CH:10][CH:9]=[CH:8][CH:7]=2)[CH2:12][CH:13]([CH2:14][N:15]2[CH2:16][CH2:17][C:18]3([C:28]4[C:23](=[CH:24][CH:25]=[CH:26][CH:27]=4)[CH2:22][CH2:21]3)[CH2:19][CH2:20]2)[C:4]1=[O:3])([C:37]([CH3:38])([CH3:39])[CH3:40])([CH3:36])[CH3:35]. (2) Given the reactants Br[CH:2]([CH3:18])[C:3]([C:5]1[CH:14]=[CH:13][C:12]2[C:7](=[CH:8][CH:9]=[C:10]([O:16][CH3:17])[C:11]=2[Cl:15])[CH:6]=1)=[O:4].[ClH:19].Cl.[CH2:21]([N:30]1[CH2:35][CH2:34][NH:33][CH2:32][CH2:31]1)[C:22]([C:24]1[CH:29]=[CH:28][CH:27]=[CH:26][CH:25]=1)=[O:23].C([O-])([O-])=O.[K+].[K+], predict the reaction product. The product is: [ClH:15].[ClH:19].[CH2:21]([N:30]1[CH2:35][CH2:34][N:33]([CH:2]([C:3]([C:5]2[CH:14]=[CH:13][C:12]3[C:7](=[CH:8][CH:9]=[C:10]([O:16][CH3:17])[C:11]=3[Cl:15])[CH:6]=2)=[O:4])[CH3:18])[CH2:32][CH2:31]1)[C:22]([C:24]1[CH:25]=[CH:26][CH:27]=[CH:28][CH:29]=1)=[O:23].